From a dataset of Full USPTO retrosynthesis dataset with 1.9M reactions from patents (1976-2016). Predict the reactants needed to synthesize the given product. (1) Given the product [NH2:7][CH2:8][C:9]#[C:10][C:11]1[C:19]2[C:18]([Cl:20])=[N:17][C:16]([NH2:21])=[N:15][C:14]=2[N:13]([CH2:22][C:23]2[C:28]([CH3:29])=[C:27]([O:30][CH3:31])[C:26]([CH3:32])=[CH:25][N:24]=2)[CH:12]=1, predict the reactants needed to synthesize it. The reactants are: C(OC(=O)[NH:7][CH2:8][C:9]#[C:10][C:11]1[C:19]2[C:18]([Cl:20])=[N:17][C:16]([NH2:21])=[N:15][C:14]=2[N:13]([CH2:22][C:23]2[C:28]([CH3:29])=[C:27]([O:30][CH3:31])[C:26]([CH3:32])=[CH:25][N:24]=2)[CH:12]=1)(C)(C)C.C(O)(C(F)(F)F)=O. (2) Given the product [CH3:1][CH2:2][CH2:3][CH2:4][N:5]([C:16]1[N:21]=[CH:20][N:19]=[C:18]([N:22]([CH:40]2[CH2:45][C:44]([CH3:47])([CH3:46])[NH:43][C:42]([CH3:48])([CH3:49])[CH2:41]2)[CH2:23][CH2:24][CH2:25][CH2:26][CH2:27][CH2:28][NH:29][CH:30]2[CH2:31][C:32]([CH3:39])([CH3:38])[NH:33][C:34]([CH3:37])([CH3:36])[CH2:35]2)[N:17]=1)[CH:6]1[CH2:11][C:10]([CH3:12])([CH3:13])[NH:9][C:8]([CH3:14])([CH3:15])[CH2:7]1.[NH:5]=[O:52], predict the reactants needed to synthesize it. The reactants are: [CH3:1][CH2:2][CH2:3][CH2:4][N:5]([C:16]1[N:21]=[CH:20][N:19]=[C:18]([N:22]([CH:40]2[CH2:45][C:44]([CH3:47])([CH3:46])[NH:43][C:42]([CH3:49])([CH3:48])[CH2:41]2)[CH2:23][CH2:24][CH2:25][CH2:26][CH2:27][CH2:28][NH:29][CH:30]2[CH2:35][C:34]([CH3:37])([CH3:36])[NH:33][C:32]([CH3:39])([CH3:38])[CH2:31]2)[N:17]=1)[CH:6]1[CH2:11][C:10]([CH3:13])([CH3:12])[NH:9][C:8]([CH3:15])([CH3:14])[CH2:7]1.OO.[OH2:52].O.O.O.O.O.O.O.O.O.C(=O)([O-])[O-].[Na+].[Na+]. (3) Given the product [C:22]1([CH3:27])[CH:23]=[CH:24][CH:25]=[CH:26][C:21]=1[NH:20][S:12]([C:5]1[C:6]2[C:11](=[CH:10][CH:9]=[CH:8][CH:7]=2)[C:2]([OH:1])=[C:3]([S:16]([NH:20][C:21]2[CH:26]=[CH:25][CH:24]=[CH:23][C:22]=2[CH3:27])(=[O:18])=[O:17])[CH:4]=1)(=[O:14])=[O:13], predict the reactants needed to synthesize it. The reactants are: [OH:1][C:2]1[C:11]2[C:6](=[CH:7][CH:8]=[CH:9][CH:10]=2)[C:5]([S:12](Cl)(=[O:14])=[O:13])=[CH:4][C:3]=1[S:16](Cl)(=[O:18])=[O:17].[NH2:20][C:21]1[C:22]([CH3:27])=[CH:23][CH:24]=[CH:25][CH:26]=1.